Dataset: NCI-60 drug combinations with 297,098 pairs across 59 cell lines. Task: Regression. Given two drug SMILES strings and cell line genomic features, predict the synergy score measuring deviation from expected non-interaction effect. (1) Drug 1: CS(=O)(=O)CCNCC1=CC=C(O1)C2=CC3=C(C=C2)N=CN=C3NC4=CC(=C(C=C4)OCC5=CC(=CC=C5)F)Cl. Drug 2: C1CC(=O)NC(=O)C1N2C(=O)C3=CC=CC=C3C2=O. Cell line: UACC62. Synergy scores: CSS=0.884, Synergy_ZIP=0.358, Synergy_Bliss=2.08, Synergy_Loewe=0.202, Synergy_HSA=0.346. (2) Drug 1: C1CC(=O)NC(=O)C1N2CC3=C(C2=O)C=CC=C3N. Drug 2: CN1C2=C(C=C(C=C2)N(CCCl)CCCl)N=C1CCCC(=O)O.Cl. Cell line: SNB-75. Synergy scores: CSS=5.33, Synergy_ZIP=-1.32, Synergy_Bliss=0.112, Synergy_Loewe=2.56, Synergy_HSA=0.435. (3) Drug 1: CC12CCC(CC1=CCC3C2CCC4(C3CC=C4C5=CN=CC=C5)C)O. Drug 2: C#CCC(CC1=CN=C2C(=N1)C(=NC(=N2)N)N)C3=CC=C(C=C3)C(=O)NC(CCC(=O)O)C(=O)O. Cell line: KM12. Synergy scores: CSS=17.2, Synergy_ZIP=-5.19, Synergy_Bliss=5.33, Synergy_Loewe=3.48, Synergy_HSA=3.61. (4) Drug 1: C1CN1P(=S)(N2CC2)N3CC3. Drug 2: CC1=C2C(C(=O)C3(C(CC4C(C3C(C(C2(C)C)(CC1OC(=O)C(C(C5=CC=CC=C5)NC(=O)OC(C)(C)C)O)O)OC(=O)C6=CC=CC=C6)(CO4)OC(=O)C)O)C)O. Cell line: SW-620. Synergy scores: CSS=24.7, Synergy_ZIP=-6.14, Synergy_Bliss=0.222, Synergy_Loewe=-0.705, Synergy_HSA=-0.0602. (5) Drug 1: CC1=C(C=C(C=C1)NC2=NC=CC(=N2)N(C)C3=CC4=NN(C(=C4C=C3)C)C)S(=O)(=O)N.Cl. Drug 2: COC1=CC(=CC(=C1O)OC)C2C3C(COC3=O)C(C4=CC5=C(C=C24)OCO5)OC6C(C(C7C(O6)COC(O7)C8=CC=CS8)O)O. Cell line: SK-MEL-5. Synergy scores: CSS=15.0, Synergy_ZIP=-6.36, Synergy_Bliss=0.235, Synergy_Loewe=-26.3, Synergy_HSA=-1.60. (6) Drug 1: C1C(C(OC1N2C=NC3=C(N=C(N=C32)Cl)N)CO)O. Drug 2: C#CCC(CC1=CN=C2C(=N1)C(=NC(=N2)N)N)C3=CC=C(C=C3)C(=O)NC(CCC(=O)O)C(=O)O. Cell line: COLO 205. Synergy scores: CSS=53.5, Synergy_ZIP=-8.91, Synergy_Bliss=-11.8, Synergy_Loewe=-5.36, Synergy_HSA=-4.52.